Task: Predict the product of the given reaction.. Dataset: Forward reaction prediction with 1.9M reactions from USPTO patents (1976-2016) Given the reactants C(OC(=O)[NH:7][C:8]1[CH:13]=[CH:12][C:11]([C:14]([F:17])([F:16])[F:15])=[CH:10][C:9]=1[NH:18][C:19](=[O:35])[CH2:20][C:21](=O)[C:22]1[CH:27]=[CH:26][CH:25]=[C:24]([C:28]2[CH:33]=[CH:32][N:31]=[CH:30][CH:29]=2)[CH:23]=1)(C)(C)C.C(O)(C(F)(F)F)=O, predict the reaction product. The product is: [N:31]1[CH:32]=[CH:33][C:28]([C:24]2[CH:23]=[C:22]([C:21]3[CH2:20][C:19](=[O:35])[NH:18][C:9]4[CH:10]=[C:11]([C:14]([F:17])([F:16])[F:15])[CH:12]=[CH:13][C:8]=4[N:7]=3)[CH:27]=[CH:26][CH:25]=2)=[CH:29][CH:30]=1.